Dataset: Reaction yield outcomes from USPTO patents with 853,638 reactions. Task: Predict the reaction yield, written as a fraction of the theoretical maximum amount of product (1.0 means a 100% yield; for example, 0.34 means a 34% yield). (1) The reactants are Cl[C:2]1[CH:3]=[C:4]([CH:22]=[CH:23][N:24]=1)[C:5]([NH:7][C:8]1[S:9][CH:10]=[C:11]([C:13]2[C:18]([CH3:19])=[CH:17][C:16]([CH3:20])=[CH:15][C:14]=2[CH3:21])[N:12]=1)=[O:6].[NH:25]1[CH2:30][CH2:29][O:28][CH2:27][CH2:26]1.O. The yield is 0.630. The catalyst is CN1CCCC1=O. The product is [C:14]1([CH3:21])[CH:15]=[C:16]([CH3:20])[CH:17]=[C:18]([CH3:19])[C:13]=1[C:11]1[N:12]=[C:8]([NH:7][C:5](=[O:6])[C:4]2[CH:22]=[CH:23][N:24]=[C:2]([N:25]3[CH2:30][CH2:29][O:28][CH2:27][CH2:26]3)[CH:3]=2)[S:9][CH:10]=1. (2) The reactants are Cl[C:2]1[N:3]=[C:4]([O:29][CH:30]2[CH2:33][CH2:32][CH2:31]2)[C:5]2[C:10]([C:11]3[CH:20]=[CH:19][C:14]([C:15]([NH:17][CH3:18])=[O:16])=[CH:13][CH:12]=3)=[CH:9][N:8]([CH2:21][O:22][CH2:23][CH2:24][Si:25]([CH3:28])([CH3:27])[CH3:26])[C:6]=2[N:7]=1.Cl.[Cl:35][C:36]1[N:40]([CH3:41])[N:39]=[CH:38][C:37]=1[NH2:42].C(=O)([O-])[O-].[Cs+].[Cs+].C1(P(C2CCCCC2)C2C=CC=CC=2C2C(C(C)C)=CC(C(C)C)=CC=2C(C)C)CCCCC1. The catalyst is O1CCOCC1.C1C=CC(/C=C/C(/C=C/C2C=CC=CC=2)=O)=CC=1.C1C=CC(/C=C/C(/C=C/C2C=CC=CC=2)=O)=CC=1.C1C=CC(/C=C/C(/C=C/C2C=CC=CC=2)=O)=CC=1.[Pd].[Pd]. The product is [Cl:35][C:36]1[N:40]([CH3:41])[N:39]=[CH:38][C:37]=1[NH:42][C:2]1[N:3]=[C:4]([O:29][CH:30]2[CH2:31][CH2:32][CH2:33]2)[C:5]2[C:10]([C:11]3[CH:20]=[CH:19][C:14]([C:15]([NH:17][CH3:18])=[O:16])=[CH:13][CH:12]=3)=[CH:9][N:8]([CH2:21][O:22][CH2:23][CH2:24][Si:25]([CH3:27])([CH3:26])[CH3:28])[C:6]=2[N:7]=1. The yield is 0.230. (3) The reactants are C(OC([N:6]=[S:7]([CH2:35][CH3:36])([C:9]1[CH:14]=[CH:13][C:12]([NH:15][C:16]2[N:21]=[C:20]([NH:22][C@H:23]([CH2:28][OH:29])[CH2:24][CH:25]([CH3:27])[CH3:26])[C:19]([C:30]3[CH:34]=[CH:33][S:32][CH:31]=3)=[CH:18][N:17]=2)=[CH:11][CH:10]=1)=[O:8])=O)C.CC[O-].[Na+]. No catalyst specified. The product is [CH2:35]([S:7]([C:9]1[CH:10]=[CH:11][C:12]([NH:15][C:16]2[N:21]=[C:20]([NH:22][C@H:23]([CH2:28][OH:29])[CH2:24][CH:25]([CH3:27])[CH3:26])[C:19]([C:30]3[CH:34]=[CH:33][S:32][CH:31]=3)=[CH:18][N:17]=2)=[CH:13][CH:14]=1)(=[NH:6])=[O:8])[CH3:36]. The yield is 0.340. (4) The reactants are C([O:9][CH2:10][C:11]1[S:12][CH:13]=[C:14]([C:16]2[CH:21]=[CH:20][C:19]([O:22][CH2:23][C:24]3[CH:29]=[CH:28][C:27]([CH:30]([CH2:34][CH2:35][CH3:36])[CH2:31][CH2:32][CH3:33])=[CH:26][CH:25]=3)=[CH:18][CH:17]=2)[N:15]=1)(=O)C1C=CC=CC=1.CO.[OH-].[Na+]. The catalyst is O1CCCC1. The product is [CH2:31]([CH:30]([C:27]1[CH:28]=[CH:29][C:24]([CH2:23][O:22][C:19]2[CH:20]=[CH:21][C:16]([C:14]3[N:15]=[C:11]([CH2:10][OH:9])[S:12][CH:13]=3)=[CH:17][CH:18]=2)=[CH:25][CH:26]=1)[CH2:34][CH2:35][CH3:36])[CH2:32][CH3:33]. The yield is 0.980. (5) The reactants are CN(C)[CH:3]=[CH:4][C:5]([C:7]1[C:12](=[O:13])[CH:11]=[CH:10][N:9]([C:14]2[CH:19]=[CH:18][C:17]([N:20]3[CH2:25][CH2:24][O:23][CH2:22][CH2:21]3)=[CH:16][CH:15]=2)[N:8]=1)=O.[CH3:27][C:28]([CH3:33])([CH3:32])[CH2:29][NH:30][NH2:31]. The catalyst is CO. The product is [CH3:27][C:28]([CH3:33])([CH3:32])[CH2:29][N:30]1[C:5]([C:7]2[C:12](=[O:13])[CH:11]=[CH:10][N:9]([C:14]3[CH:15]=[CH:16][C:17]([N:20]4[CH2:25][CH2:24][O:23][CH2:22][CH2:21]4)=[CH:18][CH:19]=3)[N:8]=2)=[CH:4][CH:3]=[N:31]1. The yield is 0.220. (6) The reactants are [Cl:1][C:2]1[CH:7]=[CH:6][CH:5]=[C:4]([F:8])[C:3]=1[C@@H:9]1[CH2:11][C@H:10]1[CH:12]([NH:14][O:15][CH3:16])[CH3:13].C(N(CC)CC)C.[F:24][CH:25]([F:35])[C:26]1[C:30]([C:31](Cl)=[O:32])=[CH:29][N:28]([CH3:34])[N:27]=1. The catalyst is ClCCl.O. The product is [Cl:1][C:2]1[CH:7]=[CH:6][CH:5]=[C:4]([F:8])[C:3]=1[C@@H:9]1[CH2:11][C@H:10]1[CH:12]([N:14]([O:15][CH3:16])[C:31]([C:30]1[C:26]([CH:25]([F:35])[F:24])=[N:27][N:28]([CH3:34])[CH:29]=1)=[O:32])[CH3:13]. The yield is 1.00. (7) The reactants are [CH3:1][C:2]1([CH3:11])[O:6][C@@H:5]([CH:7]=O)[C:4]([CH3:10])([CH3:9])[O:3]1.[OH2:12].Cl.[NH2:14]O.C([O-])([O-])=O.[Na+].[Na+]. The catalyst is CO. The product is [CH3:1][C:2]1([CH3:11])[O:6][C@@H:5]([CH:7]=[N:14][OH:12])[C:4]([CH3:10])([CH3:9])[O:3]1. The yield is 0.740. (8) The reactants are C([O:3][C:4](=O)[CH2:5][O:6][C:7]1[CH:15]=[CH:14][CH:13]=[C:12]2[C:8]=1[CH:9]=[C:10]([C:16]1[CH2:20][CH2:19][CH2:18][CH:17]=1)[NH:11]2)C.[Li+].[BH4-]. The catalyst is C1COCC1. The product is [C:16]1([C:10]2[NH:11][C:12]3[C:8]([CH:9]=2)=[C:7]([O:6][CH2:5][CH2:4][OH:3])[CH:15]=[CH:14][CH:13]=3)[CH2:20][CH2:19][CH2:18][CH:17]=1. The yield is 0.910.